From a dataset of Forward reaction prediction with 1.9M reactions from USPTO patents (1976-2016). Predict the product of the given reaction. (1) The product is: [N+:77]([C:80]1[CH:86]=[CH:85][CH:84]=[CH:83][C:81]=1[NH:82][C:35]1[N:34]=[C:33]([C:31]2[NH:32][C:11]3[C:10]4([CH2:40][CH2:41][CH2:42][N:8]([C:6]([O:5][C:1]([CH3:2])([CH3:3])[CH3:4])=[O:7])[CH2:9]4)[CH2:15][N:14]([CH2:16][C:17]4[C:22]([O:23][CH3:24])=[CH:21][C:20]([O:25][CH3:26])=[CH:19][C:18]=4[O:27][CH3:28])[C:13](=[O:29])[C:12]=3[CH:30]=2)[CH:38]=[CH:37][N:36]=1)([O-:79])=[O:78]. Given the reactants [C:1]([O:5][C:6]([N:8]1[CH2:42][CH2:41][CH2:40][C:10]2([CH2:15][N:14]([CH2:16][C:17]3[C:22]([O:23][CH3:24])=[CH:21][C:20]([O:25][CH3:26])=[CH:19][C:18]=3[O:27][CH3:28])[C:13](=[O:29])[C:12]3[CH:30]=[C:31]([C:33]4[CH:38]=[CH:37][N:36]=[C:35](Cl)[N:34]=4)[NH:32][C:11]2=3)[CH2:9]1)=[O:7])([CH3:4])([CH3:3])[CH3:2].C(=O)([O-])[O-].[Na+].[Na+].C1(P(C2CCCCC2)C2C=CC=CC=2C2C=CC=CC=2N(C)C)CCCCC1.[N+:77]([C:80]1[CH:86]=[CH:85][CH:84]=[CH:83][C:81]=1[NH2:82])([O-:79])=[O:78], predict the reaction product. (2) Given the reactants C[C:2]([O-])([CH3:4])C.[K+].[S:7]1[CH:11]=[CH:10][CH:9]=[CH:8]1.[SiH:12]([CH2:17][CH3:18])([CH2:15][CH3:16])[CH2:13][CH3:14], predict the reaction product. The product is: [CH2:13]([Si:12]([CH2:2][CH3:4])([CH2:15][CH3:16])[C:8]1[S:7][C:11]([Si:12]([CH2:17][CH3:18])([CH2:15][CH3:16])[CH2:13][CH3:14])=[CH:10][CH:9]=1)[CH3:14]. (3) Given the reactants [NH2:1][C:2]1[N:7]=[CH:6][N:5]=[C:4]([NH:8][C:9]2[CH:14]=[CH:13][C:12]([CH2:15][C:16](O)=[O:17])=[CH:11][CH:10]=2)[C:3]=1[C:19]1[CH:24]=[CH:23][C:22]([O:25][C:26]2[CH:31]=[CH:30][CH:29]=[CH:28][CH:27]=2)=[CH:21][CH:20]=1.Cl.[CH3:33][NH:34][O:35][CH3:36].CCN=C=NCCCN(C)C.Cl.ON1C2C=CC=CC=2N=N1.C(N(CC)C(C)C)(C)C, predict the reaction product. The product is: [NH2:1][C:2]1[N:7]=[CH:6][N:5]=[C:4]([NH:8][C:9]2[CH:14]=[CH:13][C:12]([CH2:15][C:16]([N:34]([O:35][CH3:36])[CH3:33])=[O:17])=[CH:11][CH:10]=2)[C:3]=1[C:19]1[CH:24]=[CH:23][C:22]([O:25][C:26]2[CH:31]=[CH:30][CH:29]=[CH:28][CH:27]=2)=[CH:21][CH:20]=1. (4) Given the reactants [I:1][C:2]1[CH:3]=[C:4]2[C:9](=[CH:10][CH:11]=1)[C:8](=[O:12])[NH:7][C:6](=[O:13])/[C:5]/2=[CH:14]\[NH:15][C:16]1[CH:21]=[CH:20][C:19]([N:22]2[CH2:27][CH2:26][NH:25][CH2:24][CH2:23]2)=[CH:18][CH:17]=1.C(O[BH-](OC(=O)C)OC(=O)C)(=O)C.[Na+].[C:42]1(=O)[CH2:45][CH2:44][CH2:43]1.C(O)(=O)C.C(=O)(O)[O-].[Na+], predict the reaction product. The product is: [CH:42]1([N:25]2[CH2:24][CH2:23][N:22]([C:19]3[CH:18]=[CH:17][C:16]([NH:15]/[CH:14]=[C:5]4\[C:6](=[O:13])[NH:7][C:8](=[O:12])[C:9]5[C:4]\4=[CH:3][C:2]([I:1])=[CH:11][CH:10]=5)=[CH:21][CH:20]=3)[CH2:27][CH2:26]2)[CH2:45][CH2:44][CH2:43]1. (5) Given the reactants [CH3:1][O-:2].[Na+].Cl[C:5]1[CH:10]=[C:9]([O:11][CH3:12])[CH:8]=[CH:7][N:6]=1, predict the reaction product. The product is: [CH3:1][O:2][C:5]1[CH:10]=[C:9]([O:11][CH3:12])[CH:8]=[CH:7][N:6]=1. (6) Given the reactants [N:1]12[CH2:8][CH2:7][CH:4]([CH2:5][CH2:6]1)[C@@H:3]([O:9][C:10](=[O:26])[CH:11]([NH:18][CH2:19][C:20]1[CH:25]=[CH:24][CH:23]=[CH:22][CH:21]=1)[C:12]1[CH:17]=[CH:16][CH:15]=[CH:14][CH:13]=1)[CH2:2]2.C(#N)C.[Br:30][CH2:31][C:32]([C:34]1[O:38][N:37]=[C:36]([C:39]([O:41][CH2:42][CH3:43])=[O:40])[CH:35]=1)=[O:33], predict the reaction product. The product is: [Br-:30].[CH2:19]([NH:18][CH:11]([C:12]1[CH:17]=[CH:16][CH:15]=[CH:14][CH:13]=1)[C:10]([O:9][C@@H:3]1[CH:4]2[CH2:5][CH2:6][N+:1]([CH2:31][C:32]([C:34]3[O:38][N:37]=[C:36]([C:39]([O:41][CH2:42][CH3:43])=[O:40])[CH:35]=3)=[O:33])([CH2:8][CH2:7]2)[CH2:2]1)=[O:26])[C:20]1[CH:25]=[CH:24][CH:23]=[CH:22][CH:21]=1.